This data is from Forward reaction prediction with 1.9M reactions from USPTO patents (1976-2016). The task is: Predict the product of the given reaction. (1) Given the reactants [CH3:1][C:2]1([CH3:43])[C:10]2[C:5](=[CH:6][CH:7]=[CH:8][CH:9]=2)[N:4]([CH:11]2[CH2:16][CH2:15][N:14]([C:17](=[O:41])[C@@H:18]([N:27]([CH3:40])S(C3C=CC=CC=3[N+]([O-])=O)(=O)=O)[CH2:19][CH2:20][C:21]3[CH:26]=[CH:25][CH:24]=[CH:23][CH:22]=3)[CH2:13][CH2:12]2)[C:3]1=[O:42].SCC(O)=O.O.[OH-].[Li+], predict the reaction product. The product is: [CH3:1][C:2]1([CH3:43])[C:10]2[C:5](=[CH:6][CH:7]=[CH:8][CH:9]=2)[N:4]([CH:11]2[CH2:12][CH2:13][N:14]([C:17](=[O:41])[C@@H:18]([NH:27][CH3:40])[CH2:19][CH2:20][C:21]3[CH:26]=[CH:25][CH:24]=[CH:23][CH:22]=3)[CH2:15][CH2:16]2)[C:3]1=[O:42]. (2) Given the reactants [Cl:1][C:2]1[N:3]=[C:4]2[C:9](=[CH:10][CH:11]=1)[N:8]=[CH:7][C:6]([C:12](=[O:14])[CH3:13])=[C:5]2[NH:15][C:16]1[CH:17]=[N:18][C:19]([O:22][CH2:23][CH2:24][N:25]([CH3:27])[CH3:26])=[CH:20][CH:21]=1.[Cl:28][C:29]1[CH:34]=[C:33](B2OC(C)(C)C(C)(C)O2)[CH:32]=[C:31]([O:44][CH3:45])[C:30]=1[OH:46].C1(N)C(F)=C(F)C(F)=C(N)C=1F.Cl.Cl, predict the reaction product. The product is: [ClH:1].[ClH:28].[Cl:28][C:29]1[CH:34]=[C:33]([C:2]2[N:3]=[C:4]3[C:9](=[CH:10][CH:11]=2)[N:8]=[CH:7][C:6]([C:12](=[O:14])[CH3:13])=[C:5]3[NH:15][C:16]2[CH:17]=[N:18][C:19]([O:22][CH2:23][CH2:24][N:25]([CH3:26])[CH3:27])=[CH:20][CH:21]=2)[CH:32]=[C:31]([O:44][CH3:45])[C:30]=1[OH:46]. (3) Given the reactants [CH2:1]([NH:4][C:5]1[C:14]2[C:9](=[CH:10][CH:11]=[C:12]([N+:15]([O-:17])=[O:16])[CH:13]=2)[N:8]=[C:7]([NH2:18])[N:6]=1)[CH:2]=[CH2:3].[C:19](OC(=O)C)(=[O:21])[CH3:20].C(N(CC)CC)C.O, predict the reaction product. The product is: [C:19]([NH:18][C:7]1[N:6]=[C:5]([NH:4][CH2:1][CH:2]=[CH2:3])[C:14]2[C:9](=[CH:10][CH:11]=[C:12]([N+:15]([O-:17])=[O:16])[CH:13]=2)[N:8]=1)(=[O:21])[CH3:20]. (4) The product is: [CH3:34][O:33][C:31]([C:30]1[CH:29]=[CH:28][C:27]([C:14]2[C:15]([CH3:25])([CH3:26])[C@H:16]3[C@:11]([CH3:37])([CH2:12][CH:13]=2)[C@@H:10]2[C@:19]([CH3:24])([C@@:20]4([CH3:23])[C@H:7]([CH2:8][CH2:9]2)[C@H:6]2[C@H:38]([C:41]([CH3:43])=[CH2:42])[CH2:39][CH2:40][C@:5]2([NH:4][CH2:3][CH2:2][N:56]2[CH2:57][CH2:58][N:53]([C:59]([O:61][C:62]([CH3:65])([CH3:64])[CH3:63])=[O:60])[CH2:54][CH2:55]2)[CH2:22][CH2:21]4)[CH2:18][CH2:17]3)=[CH:36][CH:35]=1)=[O:32]. Given the reactants Cl[CH2:2][CH2:3][NH:4][C@:5]12[CH2:40][CH2:39][C@@H:38]([C:41]([CH3:43])=[CH2:42])[C@@H:6]1[C@@H:7]1[C@@:20]([CH3:23])([CH2:21][CH2:22]2)[C@@:19]2([CH3:24])[C@@H:10]([C@:11]3([CH3:37])[C@@H:16]([CH2:17][CH2:18]2)[C:15]([CH3:26])([CH3:25])[C:14]([C:27]2[CH:36]=[CH:35][C:30]([C:31]([O:33][CH3:34])=[O:32])=[CH:29][CH:28]=2)=[CH:13][CH2:12]3)[CH2:9][CH2:8]1.CCN(C(C)C)C(C)C.[N:53]1([C:59]([O:61][C:62]([CH3:65])([CH3:64])[CH3:63])=[O:60])[CH2:58][CH2:57][NH:56][CH2:55][CH2:54]1, predict the reaction product. (5) The product is: [C:14]1([OH:10])([OH:15])[CH2:13][CH2:12][CH2:16][CH2:4][CH2:3][CH2:2][CH2:1]1. Given the reactants [CH:1]12B[CH:1]([CH2:2][CH2:3][CH2:4]1)[CH2:4][CH2:3][CH2:2]2.[OH:10]O.[CH2:12]1[CH2:16][O:15][CH2:14][CH2:13]1, predict the reaction product. (6) Given the reactants [CH3:1][C@:2]1([NH:19]C(=O)OC(C)(C)C)[CH2:6][CH2:5][C@@H:4]([CH2:7][C:8]2[N:12]=[C:11]([C:13](F)(F)F)[O:10][N:9]=2)[C:3]1([CH3:18])[CH3:17].N1[CH:32]=[CH:31][CH:30]=[CH:29][CH:28]=1.C1(C(Cl)=O)CCCCC1.Cl, predict the reaction product. The product is: [CH:13]1([C:11]2[O:10][N:9]=[C:8]([CH2:7][C@@H:4]3[CH2:5][CH2:6][C@:2]([CH3:1])([NH2:19])[C:3]3([CH3:17])[CH3:18])[N:12]=2)[CH2:32][CH2:31][CH2:30][CH2:29][CH2:28]1. (7) Given the reactants C(OCN1C2C(N)=NC(CCCC)=NC=2C(C#CCCCCN2CCCC2)=C1C)C1C=CC=CC=1.[CH2:36]([O:43][CH2:44][N:45]1[C:53]2[C:52]([NH2:54])=[N:51][C:50]([CH2:55][CH2:56][CH2:57][CH3:58])=[N:49][C:48]=2[C:47]([C:59]#[C:60][CH2:61][CH2:62][CH2:63]Cl)=[CH:46]1)[C:37]1[CH:42]=[CH:41][CH:40]=[CH:39][CH:38]=1.Cl.[F:66][CH:67]1[CH2:72][CH2:71][NH:70][CH2:69][CH2:68]1, predict the reaction product. The product is: [CH2:36]([O:43][CH2:44][N:45]1[C:53]2[C:52]([NH2:54])=[N:51][C:50]([CH2:55][CH2:56][CH2:57][CH3:58])=[N:49][C:48]=2[C:47]([C:59]#[C:60][CH2:61][CH2:62][CH2:63][N:70]2[CH2:71][CH2:72][CH:67]([F:66])[CH2:68][CH2:69]2)=[CH:46]1)[C:37]1[CH:42]=[CH:41][CH:40]=[CH:39][CH:38]=1. (8) The product is: [C:11]([O:14][C:15]1[CH:21]=[CH:20][CH:19]=[C:17]([O:18][Si:25]([CH:29]([CH3:31])[CH3:30])([CH:26]([CH3:28])[CH3:27])[CH:22]([CH3:24])[CH3:23])[CH:16]=1)(=[O:13])[CH3:12]. Given the reactants C[Si]([N-][Si](C)(C)C)(C)C.[Li+].[C:11]([O:14][C:15]1[CH:21]=[CH:20][CH:19]=[C:17]([OH:18])[CH:16]=1)(=[O:13])[CH3:12].[CH:22]([Si:25](Cl)([CH:29]([CH3:31])[CH3:30])[CH:26]([CH3:28])[CH3:27])([CH3:24])[CH3:23], predict the reaction product. (9) Given the reactants [NH:1]1[CH2:5][CH2:4][CH2:3][C:2]1=[O:6].[CH2:7](Br)[C:8]#[CH:9], predict the reaction product. The product is: [CH2:9]([N:1]1[CH2:5][CH2:4][CH2:3][C:2]1=[O:6])[C:8]#[CH:7].